From a dataset of NCI-60 drug combinations with 297,098 pairs across 59 cell lines. Regression. Given two drug SMILES strings and cell line genomic features, predict the synergy score measuring deviation from expected non-interaction effect. (1) Drug 1: C(CN)CNCCSP(=O)(O)O. Drug 2: C1C(C(OC1N2C=NC3=C2NC=NCC3O)CO)O. Cell line: KM12. Synergy scores: CSS=-1.09, Synergy_ZIP=2.66, Synergy_Bliss=3.55, Synergy_Loewe=-1.37, Synergy_HSA=0.0100. (2) Drug 1: C1CCC(C1)C(CC#N)N2C=C(C=N2)C3=C4C=CNC4=NC=N3. Drug 2: CC=C1C(=O)NC(C(=O)OC2CC(=O)NC(C(=O)NC(CSSCCC=C2)C(=O)N1)C(C)C)C(C)C. Cell line: NCIH23. Synergy scores: CSS=38.7, Synergy_ZIP=-10.8, Synergy_Bliss=-13.1, Synergy_Loewe=-36.7, Synergy_HSA=-11.0. (3) Drug 1: CS(=O)(=O)C1=CC(=C(C=C1)C(=O)NC2=CC(=C(C=C2)Cl)C3=CC=CC=N3)Cl. Drug 2: CC(C)NC(=O)C1=CC=C(C=C1)CNNC.Cl. Cell line: K-562. Synergy scores: CSS=20.8, Synergy_ZIP=-6.00, Synergy_Bliss=-3.75, Synergy_Loewe=-7.50, Synergy_HSA=-4.99. (4) Drug 1: CN(C)C1=NC(=NC(=N1)N(C)C)N(C)C. Drug 2: CCCCCOC(=O)NC1=NC(=O)N(C=C1F)C2C(C(C(O2)C)O)O. Cell line: HL-60(TB). Synergy scores: CSS=-11.4, Synergy_ZIP=1.55, Synergy_Bliss=-5.44, Synergy_Loewe=-8.56, Synergy_HSA=-9.10. (5) Synergy scores: CSS=38.3, Synergy_ZIP=-4.25, Synergy_Bliss=-2.09, Synergy_Loewe=-41.0, Synergy_HSA=-1.74. Cell line: COLO 205. Drug 1: CC1=C(C=C(C=C1)C(=O)NC2=CC(=CC(=C2)C(F)(F)F)N3C=C(N=C3)C)NC4=NC=CC(=N4)C5=CN=CC=C5. Drug 2: CCC1=C2CN3C(=CC4=C(C3=O)COC(=O)C4(CC)O)C2=NC5=C1C=C(C=C5)O. (6) Drug 1: CC1=C(C=C(C=C1)NC(=O)C2=CC=C(C=C2)CN3CCN(CC3)C)NC4=NC=CC(=N4)C5=CN=CC=C5. Drug 2: C1=NNC2=C1C(=O)NC=N2. Cell line: SF-268. Synergy scores: CSS=-0.131, Synergy_ZIP=2.52, Synergy_Bliss=2.16, Synergy_Loewe=-3.61, Synergy_HSA=-3.05.